Dataset: Reaction yield outcomes from USPTO patents with 853,638 reactions. Task: Predict the reaction yield, written as a fraction of the theoretical maximum amount of product (1.0 means a 100% yield; for example, 0.34 means a 34% yield). (1) The reactants are [CH3:1][S:2]([O:5][C@H:6]1[C@@H:11]([CH3:12])[CH2:10][C:9]([C:13]2[CH:18]=[CH:17][N:16]=[CH:15][C:14]=2[N+:19]([O-])=O)=[CH:8][C@H:7]1[NH:22][C:23]([O:25][C:26]([CH3:29])([CH3:28])[CH3:27])=[O:24])(=[O:4])=[O:3]. The catalyst is C(O)C.[Pd]. The product is [CH3:1][S:2]([O:5][C@H:6]1[C@@H:11]([CH3:12])[CH2:10][C@@H:9]([C:13]2[CH:18]=[CH:17][N:16]=[CH:15][C:14]=2[NH2:19])[CH2:8][C@H:7]1[NH:22][C:23]([O:25][C:26]([CH3:27])([CH3:29])[CH3:28])=[O:24])(=[O:3])=[O:4]. The yield is 0.490. (2) The reactants are [CH3:1][C:2]([S:8]([C:11]1[CH:16]=[CH:15][CH:14]=[C:13]([C:17]([F:20])([F:19])[F:18])[CH:12]=1)(=[O:10])=[O:9])([CH3:7])[CH2:3][C:4]([OH:6])=[O:5].[C:21](Cl)(C)=O. The catalyst is CO. The product is [CH3:7][C:2]([S:8]([C:11]1[CH:16]=[CH:15][CH:14]=[C:13]([C:17]([F:19])([F:20])[F:18])[CH:12]=1)(=[O:10])=[O:9])([CH3:1])[CH2:3][C:4]([O:6][CH3:21])=[O:5]. The yield is 0.910. (3) The reactants are [N+:1]([C:4]1[CH:12]=[CH:11][C:10]([O:13][C:14]([F:17])([F:16])[F:15])=[CH:9][C:5]=1[C:6]([OH:8])=[O:7])([O-])=O. The catalyst is CCO.[Pd]. The product is [NH2:1][C:4]1[CH:12]=[CH:11][C:10]([O:13][C:14]([F:15])([F:16])[F:17])=[CH:9][C:5]=1[C:6]([OH:8])=[O:7]. The yield is 0.852. (4) The reactants are Cl[C:2]1[C:3]([CH3:29])=[C:4]([C:23]2[CH:24]=[N:25][N:26]([CH3:28])[CH:27]=2)[C:5]([O:21][CH3:22])=[C:6]([CH:8]([N:10]2[C:14]3=[N:15][CH:16]=[N:17][C:18]([NH2:19])=[C:13]3[C:12]([CH3:20])=[N:11]2)[CH3:9])[CH:7]=1.[CH3:30][N:31](C)C(=O)C. The catalyst is [Zn].[C-]#N.[Zn+2].[C-]#N. The product is [NH2:19][C:18]1[N:17]=[CH:16][N:15]=[C:14]2[N:10]([CH:8]([C:6]3[C:5]([O:21][CH3:22])=[C:4]([C:23]4[CH:24]=[N:25][N:26]([CH3:28])[CH:27]=4)[C:3]([CH3:29])=[C:2]([CH:7]=3)[C:30]#[N:31])[CH3:9])[N:11]=[C:12]([CH3:20])[C:13]=12. The yield is 0.270. (5) The reactants are I[C:2]1[CH:3]=[C:4]([CH:8]=[CH:9][C:10]=1[CH2:11][CH2:12][CH3:13])[C:5]([OH:7])=[O:6].S1(C2[C:20](=[CH:21]C=CC=2)[C:18](=O)N1)(=O)=O.C([Mg]Br)#CC.CO. The product is [C:18]([C:2]1[CH:3]=[C:4]([CH:8]=[CH:9][C:10]=1[CH2:11][CH2:12][CH3:13])[C:5]([OH:7])=[O:6])#[C:20][CH3:21]. The catalyst is C1COCC1.[Cl-].[Cl-].[Zn+2].C1C=CC([P]([Pd]([P](C2C=CC=CC=2)(C2C=CC=CC=2)C2C=CC=CC=2)([P](C2C=CC=CC=2)(C2C=CC=CC=2)C2C=CC=CC=2)[P](C2C=CC=CC=2)(C2C=CC=CC=2)C2C=CC=CC=2)(C2C=CC=CC=2)C2C=CC=CC=2)=CC=1.[Cu]I. The yield is 0.760. (6) The reactants are Br[C:2]1[CH:18]=[CH:17][C:5]([O:6][C:7]2[CH:14]=[CH:13][C:10]([C:11]#[N:12])=[CH:9][C:8]=2[CH:15]=[O:16])=[CH:4][C:3]=1[CH2:19][O:20]C1CCCCO1.[B:27]1(B2OC(C)(C)C(C)(C)O2)OC(C)(C)C(C)(C)[O:28]1.C([O-])(=O)C.[K+]. The catalyst is O1CCOCC1.C1C=CC(P(C2C=CC=CC=2)[C-]2C=CC=C2)=CC=1.C1C=CC(P(C2C=CC=CC=2)[C-]2C=CC=C2)=CC=1.Cl[Pd]Cl.[Fe+2]. The product is [C:11]([C:10]1[CH:13]=[CH:14][C:7]([O:6][C:5]2[CH:17]=[CH:18][C:2]3[B:27]([OH:28])[O:20][CH2:19][C:3]=3[CH:4]=2)=[C:8]([CH:15]=[O:16])[CH:9]=1)#[N:12]. The yield is 0.350. (7) The reactants are [CH3:1][C:2]([CH3:69])([CH3:68])[CH2:3][N:4]1[CH2:9][CH2:8][N:7]([C:10]([O:12][CH:13]2[CH:14]([CH3:67])[CH2:15][CH2:16][CH:17]([O:59][Si](CC)(CC)CC)[CH2:18][C:19]([O:21][CH:22](/[C:27](/[CH3:58])=[CH:28]/[CH:29]=[CH:30]/[C:31]([CH3:57])([O:49][Si](CC)(CC)CC)[CH2:32][CH:33]3[O:48][CH:34]3[CH:35]([CH3:47])[CH:36]([O:39][Si](CC)(CC)CC)[CH2:37][CH3:38])[CH:23]([CH3:26])[CH:24]=[CH:25]2)=[O:20])=[O:11])[CH2:6][CH2:5]1.[F-].C([N+](CCCC)(CCCC)CCCC)CCC. The catalyst is O1CCCC1.C(OCC)(=O)C. The product is [CH3:69][C:2]([CH3:1])([CH3:68])[CH2:3][N:4]1[CH2:9][CH2:8][N:7]([C:10]([O:12][CH:13]2[CH:14]([CH3:67])[CH2:15][CH2:16][CH:17]([OH:59])[CH2:18][C:19]([O:21][CH:22](/[C:27](/[CH3:58])=[CH:28]/[CH:29]=[CH:30]/[C:31]([OH:49])([CH3:57])[CH2:32][CH:33]3[O:48][CH:34]3[CH:35]([CH3:47])[CH:36]([OH:39])[CH2:37][CH3:38])[CH:23]([CH3:26])[CH:24]=[CH:25]2)=[O:20])=[O:11])[CH2:6][CH2:5]1. The yield is 0.980. (8) The reactants are Br[C:2]1[CH:7]=[CH:6][C:5]([C:8]2[N:12]([CH2:13][CH:14]([CH3:16])[CH3:15])[N:11]=[C:10]([C:17]([F:20])([F:19])[F:18])[CH:9]=2)=[CH:4][CH:3]=1.[CH3:21][S:22]([C:25]1[CH:26]=[C:27](B(O)O)[CH:28]=[CH:29][CH:30]=1)(=[O:24])=[O:23].C([O-])([O-])=O.[Na+].[Na+]. The catalyst is O1CCOCC1.O.C1C=CC([P]([Pd]([P](C2C=CC=CC=2)(C2C=CC=CC=2)C2C=CC=CC=2)([P](C2C=CC=CC=2)(C2C=CC=CC=2)C2C=CC=CC=2)[P](C2C=CC=CC=2)(C2C=CC=CC=2)C2C=CC=CC=2)(C2C=CC=CC=2)C2C=CC=CC=2)=CC=1. The product is [CH2:13]([N:12]1[C:8]([C:5]2[CH:6]=[CH:7][C:2]([C:29]3[CH:28]=[CH:27][CH:26]=[C:25]([S:22]([CH3:21])(=[O:24])=[O:23])[CH:30]=3)=[CH:3][CH:4]=2)=[CH:9][C:10]([C:17]([F:20])([F:19])[F:18])=[N:11]1)[CH:14]([CH3:16])[CH3:15]. The yield is 0.805. (9) The reactants are Br[C:2]1[CH:7]=[CH:6][N:5]2[CH:8]=[C:9]([C:11]3[CH:12]=[C:13]([CH3:17])[CH:14]=[CH:15][CH:16]=3)[N:10]=[C:4]2[CH:3]=1.Cl.[F:19][CH:20]1[CH2:25][CH2:24][NH:23][CH2:22][CH2:21]1. No catalyst specified. The product is [F:19][CH:20]1[CH2:25][CH2:24][N:23]([C:2]2[CH:7]=[CH:6][N:5]3[CH:8]=[C:9]([C:11]4[CH:12]=[C:13]([CH3:17])[CH:14]=[CH:15][CH:16]=4)[N:10]=[C:4]3[CH:3]=2)[CH2:22][CH2:21]1. The yield is 0.120. (10) The reactants are [Br:1][C:2]1[CH:3]=[C:4]2[C:8](=[C:9]([C:11]([OH:13])=O)[CH:10]=1)[NH:7][CH:6]=[CH:5]2.C(Cl)CCl.C1C=CC2N(O)N=[N:24]C=2C=1.N. The catalyst is C(Cl)Cl. The product is [Br:1][C:2]1[CH:3]=[C:4]2[C:8](=[C:9]([C:11]([NH2:24])=[O:13])[CH:10]=1)[NH:7][CH:6]=[CH:5]2. The yield is 0.980.